This data is from Reaction yield outcomes from USPTO patents with 853,638 reactions. The task is: Predict the reaction yield, written as a fraction of the theoretical maximum amount of product (1.0 means a 100% yield; for example, 0.34 means a 34% yield). (1) The reactants are [C:1](Cl)([C:14]1[CH:19]=[CH:18][CH:17]=[CH:16][CH:15]=1)([C:8]1[CH:13]=[CH:12][CH:11]=[CH:10][CH:9]=1)[C:2]1[CH:7]=[CH:6][CH:5]=[CH:4][CH:3]=1.OC[C:23]1[CH:28]=[CH:27][N:26]=[C:25]([Br:29])[CH:24]=1.CN([CH:33]=[O:34])C. The catalyst is CN(C1C=CN=CC=1)C.C([O-])(O)=O.[Na+]. The product is [Br:29][C:25]1[CH:24]=[CH:23][C:28]([CH2:33][O:34][C:1]([C:14]2[CH:19]=[CH:18][CH:17]=[CH:16][CH:15]=2)([C:8]2[CH:13]=[CH:12][CH:11]=[CH:10][CH:9]=2)[C:2]2[CH:7]=[CH:6][CH:5]=[CH:4][CH:3]=2)=[CH:27][N:26]=1. The yield is 1.00. (2) The reactants are [H-].[K+].[CH3:3][C:4]1[CH2:8][C:7]([CH3:9])=[C:6]([CH3:10])[C:5]=1[CH3:11].Cl[Si:13]([C:36]1[CH:41]=[C:40]([CH3:42])[CH:39]=[C:38]([Si:43]([CH3:46])([CH3:45])[CH3:44])[CH:37]=1)([C:25]1[CH:30]=[C:29]([CH3:31])[CH:28]=[C:27]([Si:32]([CH3:35])([CH3:34])[CH3:33])[CH:26]=1)[C:14]1[CH:19]=[C:18]([CH3:20])[CH:17]=[C:16]([Si:21]([CH3:24])([CH3:23])[CH3:22])[CH:15]=1.C(=O)([O-])O.[Na+].C(=O)([O-])[O-].[Na+].[Na+]. The catalyst is O1CCCC1.C1(C)C=CC=CC=1. The product is [CH3:42][C:40]1[CH:39]=[C:38]([Si:43]([CH3:46])([CH3:45])[CH3:44])[CH:37]=[C:36]([Si:13]([C:14]2[CH:19]=[C:18]([CH3:20])[CH:17]=[C:16]([Si:21]([CH3:24])([CH3:23])[CH3:22])[CH:15]=2)([C:25]2[CH:30]=[C:29]([CH3:31])[CH:28]=[C:27]([Si:32]([CH3:33])([CH3:34])[CH3:35])[CH:26]=2)[C:8]2[CH:7]([CH3:9])[C:6]([CH3:10])=[C:5]([CH3:11])[C:4]=2[CH3:3])[CH:41]=1. The yield is 0.599. (3) The reactants are [Br:1][C:2]1[CH:3]=[C:4]([OH:8])[CH:5]=[CH:6][CH:7]=1.[N+:9]([O-])([O-:11])=[O:10].[Na+].O. The catalyst is S(=O)(=O)(O)O. The product is [Br:1][C:2]1[CH:7]=[CH:6][C:5]([N+:9]([O-:11])=[O:10])=[C:4]([OH:8])[CH:3]=1. The yield is 0.200. (4) The reactants are [Br:1][C:2]1[CH:14]=[CH:13][C:12]2[C:11]3[C:6](=[CH:7][C:8]([Br:15])=[CH:9][CH:10]=3)[C:5]([CH2:17][CH2:18][CH2:19][CH2:20][N:21]3C(=O)C4C(=CC=CC=4)C3=O)([CH3:16])[C:4]=2[CH:3]=1.O.NN.Cl.ClCCl. The catalyst is C(O)C. The product is [Br:1][C:2]1[CH:14]=[CH:13][C:12]2[C:11]3[C:6](=[CH:7][C:8]([Br:15])=[CH:9][CH:10]=3)[C:5]([CH2:17][CH2:18][CH2:19][CH2:20][NH2:21])([CH3:16])[C:4]=2[CH:3]=1. The yield is 1.00. (5) The reactants are [Cl:1][C:2]1[CH:7]=[CH:6][CH:5]=[C:4]([Cl:8])[C:3]=1[C:9]1[CH:19]=[C:18]([CH3:20])[C:12]2[N:13]=[C:14]([NH2:17])[N:15]=[N:16][C:11]=2[CH:10]=1.[C:21]([O:25][C:26]([N:28]1[CH2:33][CH2:32][N:31]([S:34]([C:37]2[CH:42]=[CH:41][C:40](Br)=[CH:39][CH:38]=2)(=[O:36])=[O:35])[CH2:30][CH2:29]1)=[O:27])([CH3:24])([CH3:23])[CH3:22].C(=O)([O-])[O-].[Cs+].[Cs+].C1(P(C2C=CC=CC=2)C2C3OC4C(=CC=CC=4P(C4C=CC=CC=4)C4C=CC=CC=4)C(C)(C)C=3C=CC=2)C=CC=CC=1. The catalyst is [Pd].[Pd].C(=CC(C=CC1C=CC=CC=1)=O)C1C=CC=CC=1.C(=CC(C=CC1C=CC=CC=1)=O)C1C=CC=CC=1.C(=CC(C=CC1C=CC=CC=1)=O)C1C=CC=CC=1. The product is [C:21]([O:25][C:26]([N:28]1[CH2:33][CH2:32][N:31]([S:34]([C:37]2[CH:42]=[CH:41][C:40]([NH:17][C:14]3[N:15]=[N:16][C:11]4[CH:10]=[C:9]([C:3]5[C:4]([Cl:8])=[CH:5][CH:6]=[CH:7][C:2]=5[Cl:1])[CH:19]=[C:18]([CH3:20])[C:12]=4[N:13]=3)=[CH:39][CH:38]=2)(=[O:36])=[O:35])[CH2:30][CH2:29]1)=[O:27])([CH3:24])([CH3:22])[CH3:23]. The yield is 0.440.